Dataset: Retrosynthesis with 50K atom-mapped reactions and 10 reaction types from USPTO. Task: Predict the reactants needed to synthesize the given product. (1) Given the product N#Cc1cc2c(cn1)[nH]c1ncc(-c3nccs3)cc12, predict the reactants needed to synthesize it. The reactants are: CCCC[Sn](CCCC)(CCCC)c1nccs1.N#Cc1cc2c(cn1)[nH]c1ncc(Br)cc12. (2) Given the product OCc1cnccc1-c1ccc(Cl)cc1F, predict the reactants needed to synthesize it. The reactants are: O=Cc1cnccc1-c1ccc(Cl)cc1F.